Dataset: Catalyst prediction with 721,799 reactions and 888 catalyst types from USPTO. Task: Predict which catalyst facilitates the given reaction. (1) Reactant: [C:1]([O:5][C:6]([N:8]1[CH2:12][C@H:11]([O:13][C:14]2[C:23]3[C:18](=[CH:19][C:20]([O:24][CH3:25])=[CH:21][CH:22]=3)[N:17]=[C:16]([C:26]3[N:27]=[C:28]([NH:31][CH:32]([CH3:34])[CH3:33])[S:29][CH:30]=3)[CH:15]=2)[CH2:10][C@H:9]1[C:35](=[O:68])[NH:36][C@:37]1([C:42]([NH:44][S:45]([C:48]2[CH:53]=[CH:52][CH:51]=[CH:50][C:49]=2[NH:54][C:55](=[O:67])[CH2:56][O:57][CH2:58][CH2:59][O:60][CH2:61][CH2:62][C:63]([O:65]C)=[O:64])(=[O:47])=[O:46])=[O:43])[CH2:39][C@H:38]1[CH:40]=[CH2:41])=[O:7])([CH3:4])([CH3:3])[CH3:2].[Li+].[OH-]. Product: [C:1]([O:5][C:6]([N:8]1[CH2:12][C@H:11]([O:13][C:14]2[C:23]3[C:18](=[CH:19][C:20]([O:24][CH3:25])=[CH:21][CH:22]=3)[N:17]=[C:16]([C:26]3[N:27]=[C:28]([NH:31][CH:32]([CH3:33])[CH3:34])[S:29][CH:30]=3)[CH:15]=2)[CH2:10][C@H:9]1[C:35](=[O:68])[NH:36][C@:37]1([C:42]([NH:44][S:45]([C:48]2[CH:53]=[CH:52][CH:51]=[CH:50][C:49]=2[NH:54][C:55](=[O:67])[CH2:56][O:57][CH2:58][CH2:59][O:60][CH2:61][CH2:62][C:63]([OH:65])=[O:64])(=[O:46])=[O:47])=[O:43])[CH2:39][C@H:38]1[CH:40]=[CH2:41])=[O:7])([CH3:3])([CH3:4])[CH3:2]. The catalyst class is: 87. (2) Reactant: Br[C:2]1[CH:3]=[C:4]2[C:8](=[CH:9][CH:10]=1)[NH:7][CH:6]=[C:5]2[CH2:11][C:12]([O:14][CH3:15])=[O:13].[Cu][C:17]#[N:18].CCOC(C)=O. Product: [C:17]([C:2]1[CH:3]=[C:4]2[C:8](=[CH:9][CH:10]=1)[NH:7][CH:6]=[C:5]2[CH2:11][C:12]([O:14][CH3:15])=[O:13])#[N:18]. The catalyst class is: 37. (3) Reactant: [F:1][C:2]1[CH:15]=[CH:14][C:5]2[S:6][C:7](/[CH:9]=[CH:10]/[N+:11]([O-])=O)=[CH:8][C:4]=2[CH:3]=1.[Li+].[BH4-].C[Si](Cl)(C)C. Product: [F:1][C:2]1[CH:15]=[CH:14][C:5]2[S:6][C:7]([CH2:9][CH2:10][NH2:11])=[CH:8][C:4]=2[CH:3]=1. The catalyst class is: 1. (4) Product: [CH:43]([O:46][CH2:47][CH2:48][NH:49][S:31]([NH:34][C:35](=[O:36])[O:29][CH2:28][CH2:27][CH2:26][C:14]1[CH:15]=[CH:16][C:17]([O:19][CH2:20][CH:21]2[CH2:25][CH2:24][CH2:23][O:22]2)=[CH:18][C:13]=1[O:12][C:3]1[C:2]([Cl:1])=[CH:7][C:6]([C:8]([F:11])([F:10])[F:9])=[CH:5][N:4]=1)(=[O:33])=[O:32])([CH3:45])[CH3:44]. Reactant: [Cl:1][C:2]1[C:3]([O:12][C:13]2[CH:18]=[C:17]([O:19][CH2:20][CH:21]3[CH2:25][CH2:24][CH2:23][O:22]3)[CH:16]=[CH:15][C:14]=2[CH2:26][CH2:27][CH2:28][OH:29])=[N:4][CH:5]=[C:6]([C:8]([F:11])([F:10])[F:9])[CH:7]=1.Cl[S:31]([N:34]=[C:35]=[O:36])(=[O:33])=[O:32].N1C=CC=CC=1.[CH:43]([O:46][CH2:47][CH2:48][NH2:49])([CH3:45])[CH3:44]. The catalyst class is: 93. (5) Reactant: S(Cl)([Cl:3])=O.[N:5]1[CH:10]=[CH:9][CH:8]=[C:7]([CH2:11][CH2:12][CH2:13][CH2:14][CH2:15][CH2:16][CH2:17]O)[CH:6]=1.C(=O)([O-])[O-].[K+].[K+]. Product: [Cl:3][CH2:17][CH2:16][CH2:15][CH2:14][CH2:13][CH2:12][CH2:11][C:7]1[CH:6]=[N:5][CH:10]=[CH:9][CH:8]=1. The catalyst class is: 4. (6) Reactant: [CH:1]1([C:4]([N:6]([CH2:9][C:10]2[CH:15]=[C:14]([C:16]([F:19])([F:18])[F:17])[CH:13]=[CH:12][C:11]=2[C:20]2[C:25]([O:26][CH3:27])=[CH:24][CH:23]=[C:22]([CH:28]([CH3:32])[C:29](O)=[O:30])[CH:21]=2)[CH2:7][CH3:8])=[O:5])[CH2:3][CH2:2]1.C(N(CC)CC)C.C(Cl)(=O)C([Cl:43])=O. Product: [CH:1]1([C:4]([N:6]([CH2:9][C:10]2[CH:15]=[C:14]([C:16]([F:19])([F:18])[F:17])[CH:13]=[CH:12][C:11]=2[C:20]2[C:25]([O:26][CH3:27])=[CH:24][CH:23]=[C:22]([CH:28]([CH3:32])[C:29]([Cl:43])=[O:30])[CH:21]=2)[CH2:7][CH3:8])=[O:5])[CH2:3][CH2:2]1. The catalyst class is: 59. (7) Reactant: [CH2:1]([C:3]1[S:7][C:6]2=[N:8][C:9]([C:11]3[O:12][C:13]4[C:19]([O:20]C)=[CH:18][CH:17]=[CH:16][C:14]=4[CH:15]=3)=[CH:10][N:5]2[N:4]=1)[CH3:2].B(Br)(Br)Br.CCOCC.CO. Product: [CH2:1]([C:3]1[S:7][C:6]2=[N:8][C:9]([C:11]3[O:12][C:13]4[C:19]([OH:20])=[CH:18][CH:17]=[CH:16][C:14]=4[CH:15]=3)=[CH:10][N:5]2[N:4]=1)[CH3:2]. The catalyst class is: 34. (8) Reactant: [F:1][C:2]1[C:3]([O:11][C:12]2[CH:17]=[CH:16][C:15]([CH3:18])=[CH:14][CH:13]=2)=[C:4]([CH:7]=[CH:8][C:9]=1[F:10])C=O.C1C=C(Cl)C=C(C(OO)=[O:27])C=1.C([O-])([O-])=O.[Na+].[Na+]. Product: [F:1][C:2]1[C:3]([O:11][C:12]2[CH:17]=[CH:16][C:15]([CH3:18])=[CH:14][CH:13]=2)=[C:4]([OH:27])[CH:7]=[CH:8][C:9]=1[F:10]. The catalyst class is: 2.